From a dataset of Reaction yield outcomes from USPTO patents with 853,638 reactions. Predict the reaction yield, written as a fraction of the theoretical maximum amount of product (1.0 means a 100% yield; for example, 0.34 means a 34% yield). (1) The reactants are [H-].[Na+].[OH:3][CH2:4][CH:5]([CH2:7][OH:8])[OH:6].Cl[CH2:10][CH:11]=[C:12]([CH3:24])[CH2:13][CH2:14][CH:15]=[C:16]([CH3:23])[CH2:17][CH2:18][CH:19]=[C:20]([CH3:22])[CH3:21].[Cl-].[NH4+]. The catalyst is CN(C)C=O.O1CCCC1. The product is [CH3:24][C:12]([CH2:13][CH2:14][CH:15]=[C:16]([CH3:23])[CH2:17][CH2:18][CH:19]=[C:20]([CH3:22])[CH3:21])=[CH:11][CH2:10][O:3][CH2:4][CH:5]([CH2:7][OH:8])[OH:6]. The yield is 0.200. (2) The reactants are Br[C:2]1[CH:7]=[C:6]([N+:8]([O-:10])=[O:9])[CH:5]=[C:4]([F:11])[C:3]=1[NH2:12].[CH3:13][C:14]([CH3:18])([CH3:17])[C:15]#[CH:16]. The catalyst is [Cu]I.Cl[Pd](Cl)([P](C1C=CC=CC=1)(C1C=CC=CC=1)C1C=CC=CC=1)[P](C1C=CC=CC=1)(C1C=CC=CC=1)C1C=CC=CC=1. The product is [CH3:13][C:14]([CH3:18])([CH3:17])[C:15]#[C:16][C:2]1[CH:7]=[C:6]([N+:8]([O-:10])=[O:9])[CH:5]=[C:4]([F:11])[C:3]=1[NH2:12]. The yield is 0.360. (3) The reactants are [CH2:1]([O:8][C:9]1[CH:14]=[CH:13][C:12]([C:15]2[N:16]([CH:27]3[CH2:32][CH2:31][CH2:30][CH:29]=[CH:28]3)[C:17]3[CH:22]=[C:21]([C:23]([O:25]C)=[O:24])[S:20][C:18]=3[N:19]=2)=[C:11]([F:33])[CH:10]=1)[C:2]1[CH:7]=[CH:6][CH:5]=[CH:4][CH:3]=1.[OH-].[Na+].[ClH:36]. The catalyst is O1CCCC1.CO.[Cl-].[Na+].O. The product is [ClH:36].[CH2:1]([O:8][C:9]1[CH:14]=[CH:13][C:12]([C:15]2[N:16]([CH:27]3[CH2:32][CH2:31][CH2:30][CH:29]=[CH:28]3)[C:17]3[CH:22]=[C:21]([C:23]([OH:25])=[O:24])[S:20][C:18]=3[N:19]=2)=[C:11]([F:33])[CH:10]=1)[C:2]1[CH:7]=[CH:6][CH:5]=[CH:4][CH:3]=1. The yield is 0.840. (4) The reactants are C([N:3]([CH2:14][CH3:15])[C:4](=[O:13])[C:5]1[CH:10]=[CH:9][CH:8]=[C:7]([CH3:11])[C:6]=1[CH3:12])C.[N:16]1([CH2:22]CC#N)[CH2:21][CH2:20][CH2:19][CH2:18][CH2:17]1. No catalyst specified. The product is [CH3:11][C:7]1[CH:8]=[CH:9][CH:10]=[C:5]2[C:6]=1[CH:12]=[C:14]([CH2:15][CH2:22][N:16]1[CH2:21][CH2:20][CH2:19][CH2:18][CH2:17]1)[NH:3][C:4]2=[O:13]. The yield is 0.0400. (5) The reactants are [N:1]12[CH2:8][CH2:7][C:4]([C:9]([C:16]3[CH:20]=[CH:19][S:18][CH:17]=3)([C:11]3[CH:15]=[CH:14][S:13][CH:12]=3)[OH:10])([CH2:5][CH2:6]1)[CH2:3][CH2:2]2.[C:21]1([O:27][CH2:28][CH2:29][Br:30])[CH:26]=[CH:25][CH:24]=[CH:23][CH:22]=1. The catalyst is C(Cl)(Cl)Cl. The product is [Br-:30].[OH:10][C:9]([C:11]1[CH:15]=[CH:14][S:13][CH:12]=1)([C:16]1[CH:20]=[CH:19][S:18][CH:17]=1)[C:4]12[CH2:7][CH2:8][N+:1]([CH2:29][CH2:28][O:27][C:21]3[CH:26]=[CH:25][CH:24]=[CH:23][CH:22]=3)([CH2:6][CH2:5]1)[CH2:2][CH2:3]2. The yield is 0.545. (6) The reactants are O[C:2]1[CH:7]=[CH:6][CH:5]=[CH:4][C:3]=1[CH2:8][C:9](=O)[CH3:10].Cl[CH2:13][C:14](=[O:16])[CH3:15].C([O-])([O-])=O.[K+].[K+].[OH2:23]. The catalyst is CN(C=O)C. The product is [CH2:9]([C:8]1[C:3]2[CH:4]=[CH:5][CH:6]=[CH:7][C:2]=2[O:23][C:13]=1[C:14](=[O:16])[CH3:15])[CH3:10]. The yield is 0.600. (7) The product is [CH3:1][N:2]([CH3:13])[C:3]1[CH:8]=[CH:7][C:6]([CH2:9][C:10]([N:34]([O:35][CH3:36])[CH3:33])=[O:11])=[CH:5][CH:4]=1. The catalyst is O1CCCC1. The yield is 0.450. The reactants are [CH3:1][N:2]([CH3:13])[C:3]1[CH:8]=[CH:7][C:6]([CH2:9][C:10](O)=[O:11])=[CH:5][CH:4]=1.ClC1N=C(OC)N=C(OC)N=1.CN1CCOCC1.Cl.[CH3:33][NH:34][O:35][CH3:36]. (8) The reactants are C([O-])(=O)C.C([O-])(=O)C.[CH3:9][O:10][C:11]1[CH:16]=[CH:15][C:14]([IH+:17])=[CH:13][CH:12]=1.[CH3:18][O:19][C:20]1[CH:25]=[CH:24][C:23]([IH+])=[CH:22][CH:21]=1.O.[S:28]([C:32]1[CH:38]=[CH:37][C:35]([CH3:36])=[CH:34][CH:33]=1)([OH:31])(=[O:30])=[O:29].IC1C=CC(OC)=CC=1. The catalyst is C(#N)C. The product is [S:28]([C:32]1[CH:38]=[CH:37][C:35]([CH3:36])=[CH:34][CH:33]=1)([O-:31])(=[O:30])=[O:29].[CH3:9][O:10][C:11]1[CH:16]=[CH:15][C:14]([I+:17][C:23]2[CH:24]=[CH:25][C:20]([O:19][CH3:18])=[CH:21][CH:22]=2)=[CH:13][CH:12]=1. The yield is 0.820. (9) The reactants are F[C:2]1[CH:3]=[C:4]2[C:9](=[CH:10][C:11]=1[N+:12]([O-:14])=[O:13])[NH:8][C:7](=[O:15])[N:6]([NH:16][S:17]([CH3:20])(=[O:19])=[O:18])[C:5]2=[O:21].[CH:22]1([NH2:25])[CH2:24][CH2:23]1. No catalyst specified. The product is [CH:22]1([NH:25][C:2]2[CH:3]=[C:4]3[C:9](=[CH:10][C:11]=2[N+:12]([O-:14])=[O:13])[NH:8][C:7](=[O:15])[N:6]([NH:16][S:17]([CH3:20])(=[O:19])=[O:18])[C:5]3=[O:21])[CH2:24][CH2:23]1. The yield is 0.310. (10) The reactants are [NH2:1][C:2]1[N:7]=[C:6]([Cl:8])[C:5]([CH:9]=[O:10])=[C:4]([Cl:11])[N:3]=1.[CH:12]([Mg]Br)=[CH2:13].O.Cl. The catalyst is O1CCCC1. The yield is 0.490. The product is [NH2:1][C:2]1[N:3]=[C:4]([Cl:11])[C:5]([CH:9]([OH:10])[CH:12]=[CH2:13])=[C:6]([Cl:8])[N:7]=1.